Dataset: Catalyst prediction with 721,799 reactions and 888 catalyst types from USPTO. Task: Predict which catalyst facilitates the given reaction. (1) Reactant: C(=O)([O-])[O-].[Na+].[Na+].FC(F)(F)C([N:11]1[CH2:16][C:15]2([CH2:21][CH2:20][N:19]([CH2:22][C:23]3[CH:28]=[C:27]([CH2:29][CH2:30][OH:31])[CH:26]=[CH:25][C:24]=3[F:32])[CH2:18][CH2:17]2)[O:14][CH2:13][CH2:12]1)=O. Product: [O:14]1[C:15]2([CH2:21][CH2:20][N:19]([CH2:22][C:23]3[CH:28]=[C:27]([CH2:29][CH2:30][OH:31])[CH:26]=[CH:25][C:24]=3[F:32])[CH2:18][CH2:17]2)[CH2:16][NH:11][CH2:12][CH2:13]1. The catalyst class is: 192. (2) Reactant: C(N(C(C)C)CC)(C)C.CN(C(ON1N=NC2C=CC=CC1=2)=[N+](C)C)C.F[P-](F)(F)(F)(F)F.[CH2:34]([N:36]([CH2:43][CH3:44])[CH:37]1[CH2:42][CH2:41][NH:40][CH2:39][CH2:38]1)[CH3:35].[CH2:45]([O:47][C:48](=[O:60])[CH2:49][N:50]1[CH:54]=[CH:53][N:52]=[C:51]1[CH2:55][CH2:56][C:57](O)=[O:58])[CH3:46]. Product: [CH2:43]([N:36]([CH2:34][CH3:35])[CH:37]1[CH2:38][CH2:39][N:40]([C:57](=[O:58])[CH2:56][CH2:55][C:51]2[N:50]([CH2:49][C:48]([O:47][CH2:45][CH3:46])=[O:60])[CH:54]=[CH:53][N:52]=2)[CH2:41][CH2:42]1)[CH3:44]. The catalyst class is: 22. (3) Reactant: [C:1]([O:5][C:6]([N:8]1[CH2:13][CH2:12][O:11][CH:10]([C:14]2[CH:19]=[CH:18][C:17]([N+:20]([O-])=O)=[CH:16][CH:15]=2)[CH2:9]1)=[O:7])([CH3:4])([CH3:3])[CH3:2]. Product: [C:1]([O:5][C:6]([N:8]1[CH2:13][CH2:12][O:11][CH:10]([C:14]2[CH:15]=[CH:16][C:17]([NH2:20])=[CH:18][CH:19]=2)[CH2:9]1)=[O:7])([CH3:4])([CH3:2])[CH3:3]. The catalyst class is: 19. (4) Reactant: [S:1]1[CH:5]=[CH:4][N:3]2[C:6]([CH2:9][C:10]3[CH:20]=[CH:19][C:13]4[N:14]=[C:15]([S:17][CH3:18])[S:16][C:12]=4[CH:11]=3)=[CH:7][N:8]=[C:2]12.C1C=C(Cl)C=C(C(OO)=[O:29])C=1.[O-]S([O-])(=S)=O.[Na+].[Na+]. Product: [S:1]1[CH:5]=[CH:4][N:3]2[C:6]([CH2:9][C:10]3[CH:20]=[CH:19][C:13]4[N:14]=[C:15]([S:17]([CH3:18])=[O:29])[S:16][C:12]=4[CH:11]=3)=[CH:7][N:8]=[C:2]12. The catalyst class is: 2. (5) Reactant: [F:1][C:2]1[CH:3]=[C:4]2[C:8](=[CH:9][C:10]=1[C:11]([O:13]C)=[O:12])[N:7]([S:15]([CH3:18])(=[O:17])=[O:16])[CH:6]=[CH:5]2.[OH-].[Li+]. Product: [F:1][C:2]1[CH:3]=[C:4]2[C:8](=[CH:9][C:10]=1[C:11]([OH:13])=[O:12])[N:7]([S:15]([CH3:18])(=[O:16])=[O:17])[CH:6]=[CH:5]2. The catalyst class is: 20. (6) Reactant: [Br:1][C:2]1[CH:3]=[CH:4][C:5](Cl)=[N:6][CH:7]=1.[OH:9][CH2:10][CH2:11][NH2:12]. Product: [Br:1][C:2]1[CH:3]=[CH:4][C:5]([NH:12][CH2:11][CH2:10][OH:9])=[N:6][CH:7]=1. The catalyst class is: 44.